Task: Regression. Given two drug SMILES strings and cell line genomic features, predict the synergy score measuring deviation from expected non-interaction effect.. Dataset: NCI-60 drug combinations with 297,098 pairs across 59 cell lines (1) Drug 1: CC1C(C(CC(O1)OC2CC(OC(C2O)C)OC3=CC4=CC5=C(C(=O)C(C(C5)C(C(=O)C(C(C)O)O)OC)OC6CC(C(C(O6)C)O)OC7CC(C(C(O7)C)O)OC8CC(C(C(O8)C)O)(C)O)C(=C4C(=C3C)O)O)O)O. Drug 2: C1CNP(=O)(OC1)N(CCCl)CCCl. Cell line: BT-549. Synergy scores: CSS=13.3, Synergy_ZIP=0.682, Synergy_Bliss=-0.135, Synergy_Loewe=-66.1, Synergy_HSA=-2.66. (2) Drug 1: CC1=C(N=C(N=C1N)C(CC(=O)N)NCC(C(=O)N)N)C(=O)NC(C(C2=CN=CN2)OC3C(C(C(C(O3)CO)O)O)OC4C(C(C(C(O4)CO)O)OC(=O)N)O)C(=O)NC(C)C(C(C)C(=O)NC(C(C)O)C(=O)NCCC5=NC(=CS5)C6=NC(=CS6)C(=O)NCCC[S+](C)C)O. Drug 2: C1=NC2=C(N1)C(=S)N=CN2. Cell line: MDA-MB-435. Synergy scores: CSS=32.1, Synergy_ZIP=-0.0175, Synergy_Bliss=1.67, Synergy_Loewe=2.06, Synergy_HSA=2.02. (3) Drug 2: C1CCC(C(C1)N)N.C(=O)(C(=O)[O-])[O-].[Pt+4]. Synergy scores: CSS=52.3, Synergy_ZIP=0.492, Synergy_Bliss=0.157, Synergy_Loewe=2.68, Synergy_HSA=3.77. Drug 1: C1C(C(OC1N2C=NC3=C(N=C(N=C32)Cl)N)CO)O. Cell line: A549. (4) Drug 2: CN(C(=O)NC(C=O)C(C(C(CO)O)O)O)N=O. Drug 1: CCC1(CC2CC(C3=C(CCN(C2)C1)C4=CC=CC=C4N3)(C5=C(C=C6C(=C5)C78CCN9C7C(C=CC9)(C(C(C8N6C)(C(=O)OC)O)OC(=O)C)CC)OC)C(=O)OC)O.OS(=O)(=O)O. Synergy scores: CSS=-6.28, Synergy_ZIP=-3.51, Synergy_Bliss=-11.5, Synergy_Loewe=-31.4, Synergy_HSA=-14.9. Cell line: SK-MEL-5. (5) Cell line: SF-539. Drug 1: C1CN1C2=NC(=NC(=N2)N3CC3)N4CC4. Drug 2: CN(CCCl)CCCl.Cl. Synergy scores: CSS=28.7, Synergy_ZIP=-10.8, Synergy_Bliss=-14.7, Synergy_Loewe=-12.5, Synergy_HSA=-10.6. (6) Drug 1: CC(C)CN1C=NC2=C1C3=CC=CC=C3N=C2N. Drug 2: C1C(C(OC1N2C=NC3=C2NC=NCC3O)CO)O. Cell line: K-562. Synergy scores: CSS=4.21, Synergy_ZIP=2.19, Synergy_Bliss=3.20, Synergy_Loewe=-1.90, Synergy_HSA=-0.995.